Dataset: Forward reaction prediction with 1.9M reactions from USPTO patents (1976-2016). Task: Predict the product of the given reaction. (1) Given the reactants O1CCCCC1[N:7]1[C:15]2[C:10](=[CH:11][C:12]([C:16]3[N:20]=[CH:19][N:18](C(C4C=CC=CC=4)(C4C=CC=CC=4)C4C=CC=CC=4)[N:17]=3)=[CH:13][CH:14]=2)[C:9]([C:40]2[CH:41]=[C:42]([CH:47]=[CH:48][CH:49]=2)[C:43](OC)=[O:44])=[N:8]1.O.[OH-].[Li+].[NH2:53][C@@H:54]1[C:62]2[C:57](=[CH:58][CH:59]=[CH:60][CH:61]=2)[CH2:56][CH2:55]1.O.ON1C2C=CC=CC=2N=N1.Cl.CN(C)CCCN=C=NCC, predict the reaction product. The product is: [NH:17]1[C:16]([C:12]2[CH:11]=[C:10]3[C:15](=[CH:14][CH:13]=2)[NH:7][N:8]=[C:9]3[C:40]2[CH:41]=[C:42]([C:43]([NH:53][C@@H:54]3[C:62]4[C:57](=[CH:58][CH:59]=[CH:60][CH:61]=4)[CH2:56][CH2:55]3)=[O:44])[CH:47]=[CH:48][CH:49]=2)=[N:20][CH:19]=[N:18]1. (2) The product is: [F:1][C:2]1[CH:11]=[CH:10][CH:9]=[C:8]2[C:3]=1[CH2:4][CH2:5][NH:6][CH:7]2[CH3:12]. Given the reactants [F:1][C:2]1[CH:11]=[CH:10][CH:9]=[C:8]2[C:3]=1[CH2:4][CH2:5][N:6]=[C:7]2[CH3:12].C(O[BH-](OC(=O)C)OC(=O)C)(=O)C.[Na+], predict the reaction product. (3) The product is: [F:1][C:2]1[CH:7]=[CH:6][C:5]([C:19]2[N:23]3[CH:24]=[CH:25][C:26]([C:28]([F:29])([F:30])[F:31])=[N:27][C:22]3=[N:21][CH:20]=2)=[CH:4][C:3]=1[C:11]1[C:16]([F:17])=[CH:15][CH:14]=[CH:13][N:12]=1. Given the reactants [F:1][C:2]1[CH:7]=[CH:6][C:5](B(O)O)=[CH:4][C:3]=1[C:11]1[C:16]([F:17])=[CH:15][CH:14]=[CH:13][N:12]=1.Br[C:19]1[N:23]2[CH:24]=[CH:25][C:26]([C:28]([F:31])([F:30])[F:29])=[N:27][C:22]2=[N:21][CH:20]=1, predict the reaction product. (4) Given the reactants [N:1]1[CH:6]=[CH:5][CH:4]=[CH:3][C:2]=1[O:7][CH2:8][C:9]1[CH:16]=[CH:15][C:12]([CH:13]=[O:14])=[CH:11][CH:10]=1.O1CCCC1.Cl[CH2:23][C:24]([O:26][CH3:27])=[O:25].C[O-].[Na+], predict the reaction product. The product is: [N:1]1[CH:6]=[CH:5][CH:4]=[CH:3][C:2]=1[O:7][CH2:8][C:9]1[CH:16]=[CH:15][C:12]([CH:13]2[O:14][CH:23]2[C:24]([O:26][CH3:27])=[O:25])=[CH:11][CH:10]=1. (5) Given the reactants [CH:1]([O:3][C:4]([N:6]1[CH2:30][C@:29]2([C:31](=[O:34])[CH2:32]O)[C@@H:8]([CH2:9][C@H:10]3[C@H:23]4[C@@:14]([F:27])([C@:15]5([CH3:26])[C:20]([C@@H:21]([F:24])[CH2:22]4)=[CH:19][C:18](=[O:25])[CH:17]=[CH:16]5)[C@@H:13]([OH:28])[CH2:12][C@@:11]32[CH3:35])[CH2:7]1)=[O:5])=[CH2:2].[CH3:36][S:37](Cl)(=O)=O.CCN(C(C)C)C(C)C.C([S-])C.[Na+], predict the reaction product. The product is: [CH:1]([O:3][C:4]([N:6]1[CH2:30][C@:29]2([C:31](=[O:34])[CH2:32][S:37][CH3:36])[C@@H:8]([CH2:9][C@H:10]3[C@H:23]4[C@@:14]([F:27])([C@:15]5([CH3:26])[C:20]([C@@H:21]([F:24])[CH2:22]4)=[CH:19][C:18](=[O:25])[CH:17]=[CH:16]5)[C@@H:13]([OH:28])[CH2:12][C@@:11]32[CH3:35])[CH2:7]1)=[O:5])=[CH2:2]. (6) Given the reactants C([O:4][C@H:5]1[CH2:22][CH2:21][C@@:20]2([CH3:23])[C@@H:7]([CH2:8][CH2:9][C@:10]3([CH3:52])[C@@H:19]2[CH2:18][CH2:17][C@H:16]2[C@@:11]3([CH3:51])[CH2:12][CH2:13][C@@:14]([C:29](=[O:50])[NH:30][C@@H:31]3[CH2:35][CH2:34][C@H:33]([CH2:36][N:37]4[CH2:42][CH2:41][CH:40]([CH2:43][C:44]5[CH:49]=[CH:48][CH:47]=[CH:46][CH:45]=5)[CH2:39][CH2:38]4)[CH2:32]3)([CH3:28])[C@@H:15]2[CH2:24][C:25]([CH3:27])=[CH2:26])[C:6]1([CH3:54])[CH3:53])(=O)C.[CH2:55]1COCC1.[OH-].[Na+], predict the reaction product. The product is: [CH2:43]([CH:40]1[CH2:39][CH2:38][N:37]([CH2:36][C@H:33]2[CH2:34][CH2:35][C@@H:31]([NH:30][C:29]([C@:14]34[CH2:28][CH2:55][C@@H:24]([C:25]([CH3:27])=[CH2:26])[C@@H:15]3[C@@H:16]3[C@@:11]([CH3:51])([CH2:12][CH2:13]4)[C@@:10]4([CH3:52])[C@@H:19]([C@:20]5([CH3:23])[C@@H:7]([CH2:8][CH2:9]4)[C:6]([CH3:53])([CH3:54])[C@@H:5]([OH:4])[CH2:22][CH2:21]5)[CH2:18][CH2:17]3)=[O:50])[CH2:32]2)[CH2:42][CH2:41]1)[C:44]1[CH:45]=[CH:46][CH:47]=[CH:48][CH:49]=1. (7) Given the reactants C(Cl)(=O)C(Cl)=O.[F:7][C:8]1[CH:13]=[CH:12][CH:11]=[CH:10][C:9]=1[C:14]1[C:19]([C:20](O)=[O:21])=[CH:18][N:17]=[C:16]([N:23]2[CH2:28][CH2:27][O:26][CH2:25][CH2:24]2)[N:15]=1.[CH2:29]([NH:36][CH:37]1[CH2:40][CH2:39][CH2:38]1)[C:30]1[CH:35]=[CH:34][CH:33]=[CH:32][CH:31]=1.C(N(C(C)C)CC)(C)C, predict the reaction product. The product is: [CH2:29]([N:36]([CH:37]1[CH2:38][CH2:39][CH2:40]1)[C:20]([C:19]1[C:14]([C:9]2[CH:10]=[CH:11][CH:12]=[CH:13][C:8]=2[F:7])=[N:15][C:16]([N:23]2[CH2:24][CH2:25][O:26][CH2:27][CH2:28]2)=[N:17][CH:18]=1)=[O:21])[C:30]1[CH:35]=[CH:34][CH:33]=[CH:32][CH:31]=1. (8) Given the reactants I[C:2]1C=CC=CC=1N.C([N:12]([CH:15]([CH3:17])[CH3:16])[CH2:13][CH3:14])(C)C.[C:18]([C:20]1[CH:29]=[CH:28][C:23]([C:24](OC)=O)=[CH:22][CH:21]=1)#[CH:19].C1COCC1, predict the reaction product. The product is: [C:18]([C:20]1[CH:21]=[CH:22][C:23]([C:28]#[CH:29])=[CH:24][C:17]=1[C:15]1[CH:16]=[CH:2][CH:14]=[CH:13][N:12]=1)#[CH:19].